From a dataset of Catalyst prediction with 721,799 reactions and 888 catalyst types from USPTO. Predict which catalyst facilitates the given reaction. (1) Reactant: [Cl:1][C:2]1[CH:11]=[C:10]2[C:5]([CH2:6][CH2:7][O:8][C@H:9]2[C:12]2[CH:13]=[C:14]([C:18]([C:20]3[C:21]([NH:26][C@H:27]4[CH2:31][C@H:30]([O:32][Si](C(C)C)(C(C)C)C(C)C)[C@@H:29]([CH2:43][OH:44])[CH2:28]4)=[N:22][CH:23]=[N:24][CH:25]=3)=[O:19])[S:15][C:16]=2[CH3:17])=[CH:4][CH:3]=1.C(N(CC)CC)C.Cl[S:53]([NH2:56])(=[O:55])=[O:54].Cl. Product: [S:53](=[O:55])(=[O:54])([O:44][CH2:43][C@H:29]1[CH2:28][C@@H:27]([NH:26][C:21]2[C:20]([C:18]([C:14]3[S:15][C:16]([CH3:17])=[C:12]([C@H:9]4[C:10]5[C:5](=[CH:4][CH:3]=[C:2]([Cl:1])[CH:11]=5)[CH2:6][CH2:7][O:8]4)[CH:13]=3)=[O:19])=[CH:25][N:24]=[CH:23][N:22]=2)[CH2:31][C@@H:30]1[OH:32])[NH2:56]. The catalyst class is: 18. (2) Reactant: [I:1]I.C1(P(C2C=CC=CC=2)C2C=CC=CC=2)C=CC=CC=1.[F:22][C:23]([F:34])([C:30]([F:33])([F:32])[F:31])[CH2:24][CH2:25][CH2:26][CH2:27][CH2:28]O.O. Product: [F:31][C:30]([F:33])([F:32])[C:23]([F:34])([F:22])[CH2:24][CH2:25][CH2:26][CH2:27][CH2:28][I:1]. The catalyst class is: 4. (3) Reactant: C([Li])CCC.Br[C:7]1[N:12]=[C:11]([O:13][CH3:14])[CH:10]=[CH:9][CH:8]=1.[CH3:15][C:16]([O:19][C:20](=[O:30])[NH:21][CH2:22][CH2:23][C:24](NCOC)=[O:25])([CH3:18])[CH3:17]. Product: [CH3:18][C:16]([O:19][C:20](=[O:30])[NH:21][CH2:22][CH2:23][C:24]([C:7]1[CH:8]=[CH:9][CH:10]=[C:11]([O:13][CH3:14])[N:12]=1)=[O:25])([CH3:15])[CH3:17]. The catalyst class is: 7.